Dataset: Reaction yield outcomes from USPTO patents with 853,638 reactions. Task: Predict the reaction yield, written as a fraction of the theoretical maximum amount of product (1.0 means a 100% yield; for example, 0.34 means a 34% yield). (1) The reactants are [CH3:1][O:2][C:3]1[CH:4]=[C:5]([CH:8]=[C:9]([O:13][CH3:14])[C:10]=1[O:11][CH3:12])[CH2:6][NH2:7].C(N(CC)CC)C.[C:22](Cl)(=[O:29])[C:23]1[CH:28]=[CH:27][CH:26]=[CH:25][CH:24]=1. The catalyst is C1COCC1. The product is [C:22]([NH:7][CH2:6][C:5]1[CH:8]=[C:9]([O:13][CH3:14])[C:10]([O:11][CH3:12])=[C:3]([O:2][CH3:1])[CH:4]=1)(=[O:29])[C:23]1[CH:28]=[CH:27][CH:26]=[CH:25][CH:24]=1. The yield is 0.893. (2) The product is [F:43][C:41]1[CH:40]=[C:4]([CH:3]=[C:2]([F:1])[CH:42]=1)[CH2:5][C@H:6]([C:25]([N:27]1[C@@H:31]([CH2:32][C:33]2[CH:34]=[CH:35][CH:36]=[CH:37][CH:38]=2)[CH2:30][O:29][C:28]1=[O:39])=[O:26])[C@@H:7]([C@H:9]1[CH2:13][C@@H:12]([O:14][CH2:15][CH:16]=[CH2:17])[CH2:11][N:10]1[C:18]([O:20][C:21]([CH3:24])([CH3:23])[CH3:22])=[O:19])[OH:8]. The reactants are [F:1][C:2]1[CH:3]=[C:4]([CH:40]=[C:41]([F:43])[CH:42]=1)[CH2:5][C@H:6]([C:25]([N:27]1[C@@H:31]([CH2:32][C:33]2[CH:38]=[CH:37][CH:36]=[CH:35][CH:34]=2)[CH2:30][O:29][C:28]1=[O:39])=[O:26])[C@@H:7]([CH:9]1[CH2:13][CH:12]([O:14][CH2:15][CH:16]=[CH2:17])[CH2:11][N:10]1[C:18]([O:20][C:21]([CH3:24])([CH3:23])[CH3:22])=[O:19])[OH:8].C([C@H]1COC(=O)N1C(=O)CCC1C=C(F)C=C(F)C=1)C1C=CC=CC=1.B(OS(C(F)(F)F)(=O)=O)(CCCC)CCCC.CCN(C(C)C)C(C)C.C(O[C@H]1CN(C(OC(C)(C)C)=O)[C@@H](C=O)C1)C=C. The catalyst is C(Cl)Cl. The yield is 0.480. (3) The reactants are [C:1]([O:5][C:6]([N:8]([CH2:16][C:17]1[C:18]([CH:24]2[CH2:26][CH2:25]2)=[N:19][CH:20]=[C:21](Cl)[CH:22]=1)[C:9](=[O:15])[O:10][C:11]([CH3:14])([CH3:13])[CH3:12])=[O:7])([CH3:4])([CH3:3])[CH3:2].[F:27][C:28]([F:39])([F:38])[C:29]1[N:34]=[CH:33][C:32](B(O)O)=[CH:31][N:30]=1.C(Cl)(Cl)Cl.COC1C=CC=C(OC)C=1C1C=CC=CC=1P(C1CCCCC1)C1CCCCC1.[O-]P([O-])([O-])=O.[K+].[K+].[K+]. The catalyst is C1(C)C=CC=CC=1.C1C=CC(/C=C/C(/C=C/C2C=CC=CC=2)=O)=CC=1.C1C=CC(/C=C/C(/C=C/C2C=CC=CC=2)=O)=CC=1.C1C=CC(/C=C/C(/C=C/C2C=CC=CC=2)=O)=CC=1.[Pd].[Pd]. The product is [C:1]([O:5][C:6]([N:8]([CH2:16][C:17]1[C:18]([CH:24]2[CH2:26][CH2:25]2)=[N:19][CH:20]=[C:21]([C:32]2[CH:31]=[N:30][C:29]([C:28]([F:39])([F:38])[F:27])=[N:34][CH:33]=2)[CH:22]=1)[C:9](=[O:15])[O:10][C:11]([CH3:14])([CH3:13])[CH3:12])=[O:7])([CH3:4])([CH3:3])[CH3:2]. The yield is 0.320. (4) The reactants are [CH3:1][O:2][CH:3]1[CH2:6][N:5]([C:7]2[CH:8]=[CH:9][C:10]([NH2:13])=[N:11][CH:12]=2)[CH2:4]1.Br[C:15]1[C:16](=[O:23])[N:17]([CH3:22])[CH:18]=[C:19]([Br:21])[CH:20]=1.CC1(C)C2C(=C(P(C3C=CC=CC=3)C3C=CC=CC=3)C=CC=2)OC2C(P(C3C=CC=CC=3)C3C=CC=CC=3)=CC=CC1=2.C([O-])([O-])=O.[Cs+].[Cs+]. The catalyst is C1C=CC(/C=C/C(/C=C/C2C=CC=CC=2)=O)=CC=1.C1C=CC(/C=C/C(/C=C/C2C=CC=CC=2)=O)=CC=1.C1C=CC(/C=C/C(/C=C/C2C=CC=CC=2)=O)=CC=1.[Pd].[Pd].O1CCOCC1. The product is [Br:21][C:19]1[CH:20]=[C:15]([NH:13][C:10]2[CH:9]=[CH:8][C:7]([N:5]3[CH2:6][CH:3]([O:2][CH3:1])[CH2:4]3)=[CH:12][N:11]=2)[C:16](=[O:23])[N:17]([CH3:22])[CH:18]=1. The yield is 0.470. (5) The product is [CH3:29][C:30]1([CH3:40])[CH2:34][C:33]2[CH:35]=[CH:36][CH:37]=[C:38]([O:39][C:2]3[C:7](=[O:8])[N:6]([CH2:9][C:10]4[CH:15]=[CH:14][C:13]([C:16]5[C:17]([C:22]#[N:23])=[CH:18][CH:19]=[CH:20][CH:21]=5)=[CH:12][CH:11]=4)[C:5]([CH2:24][CH2:25][CH3:26])=[N:4][C:3]=3[CH2:27][CH3:28])[C:32]=2[O:31]1. The catalyst is C(OCC)(=O)C. The reactants are Br[C:2]1[C:7](=[O:8])[N:6]([CH2:9][C:10]2[CH:15]=[CH:14][C:13]([C:16]3[C:17]([C:22]#[N:23])=[CH:18][CH:19]=[CH:20][CH:21]=3)=[CH:12][CH:11]=2)[C:5]([CH2:24][CH2:25][CH3:26])=[N:4][C:3]=1[CH2:27][CH3:28].[CH3:29][C:30]1([CH3:40])[CH2:34][C:33]2[CH:35]=[CH:36][CH:37]=[C:38]([OH:39])[C:32]=2[O:31]1.[OH-].[K+].CS(C)=O. The yield is 0.390. (6) The reactants are [CH2:1]([O:3][CH:4]([O:13][CH2:14][CH3:15])[C:5]1[CH:6]=[C:7]([CH:10]=[CH:11][CH:12]=1)[CH:8]=O)[CH3:2].S([O-])([O-])(=O)=O.[Na+].[Na+].[NH2:23][C:24]1[CH:32]=[CH:31][CH:30]=[C:29]2[C:25]=1[CH2:26][O:27][C:28]2=[O:33]. The catalyst is ClCCl. The product is [CH2:1]([O:3][CH:4]([O:13][CH2:14][CH3:15])[C:5]1[CH:6]=[C:7]([CH:10]=[CH:11][CH:12]=1)/[CH:8]=[N:23]/[C:24]1[CH:32]=[CH:31][CH:30]=[C:29]2[C:25]=1[CH2:26][O:27][C:28]2=[O:33])[CH3:2]. The yield is 0.610. (7) The reactants are [Cl:1][C:2]1[CH:7]=[CH:6][N:5]=[C:4]2[CH:8]=[C:9]([C:11]([O-:13])=O)[S:10][C:3]=12.[Li+].S(Cl)(Cl)=O.C(Cl)Cl.C[N:23](C=O)C. No catalyst specified. The product is [Cl:1][C:2]1[CH:7]=[CH:6][N:5]=[C:4]2[CH:8]=[C:9]([C:11]([NH2:23])=[O:13])[S:10][C:3]=12. The yield is 1.00.